Dataset: HIV replication inhibition screening data with 41,000+ compounds from the AIDS Antiviral Screen. Task: Binary Classification. Given a drug SMILES string, predict its activity (active/inactive) in a high-throughput screening assay against a specified biological target. (1) The drug is CN(C)c1ccc(C2SCC(=O)N2NS(=O)(=O)c2cccc(C(=O)O)c2)cc1. The result is 0 (inactive). (2) The drug is CC[n+]1c(C=Cc2cc(C(=O)OC)n3c2sc2ccccc23)sc2ccccc21.[I-]. The result is 0 (inactive). (3) The result is 0 (inactive). The compound is CC[Sn](CC)(OC(=O)c1ccc(F)cc1)O[Sn](CC)(CC)OC(=O)c1ccc(F)cc1. (4) The result is 0 (inactive). The compound is Cc1nc(=O)n2c(c1C(=O)Nc1ccc(Cl)cc1)NCC2.Cl. (5) The molecule is CC(NC(CC12CC3CC(CC(C3)C1)C2)C(N)=O)c1ccccc1. The result is 0 (inactive). (6) The compound is CCOC(=O)C1=C(C)NC(C)=C(C(=O)OCC)C1c1cccc([N+](=O)[O-])c1. The result is 0 (inactive). (7) The molecule is COc1ccccc1NC(=O)C(C#N)=C(SC)SC. The result is 0 (inactive).